This data is from Forward reaction prediction with 1.9M reactions from USPTO patents (1976-2016). The task is: Predict the product of the given reaction. (1) Given the reactants [ClH:1].Cl.[CH3:3][O:4][C:5]1[CH:10]=[CH:9][C:8]([C:11]2[CH:16]=[CH:15][C:14]([C:17]#[N:18])=[CH:13][CH:12]=2)=[CH:7][C:6]=1[CH2:19][NH:20][C@H:21]1[CH2:26][CH2:25][N:24]([C:27]([CH:29]2[CH2:34][CH2:33][NH:32][CH2:31][CH2:30]2)=[O:28])[CH2:23][C@H:22]1[C:35]1[CH:40]=[CH:39][CH:38]=[CH:37][CH:36]=1.[N:41]1([CH2:46][C:47](O)=[O:48])[CH:45]=[N:44][CH:43]=[N:42]1.Cl.C(OCC)(=O)C, predict the reaction product. The product is: [ClH:1].[CH3:3][O:4][C:5]1[CH:10]=[CH:9][C:8]([C:11]2[CH:12]=[CH:13][C:14]([C:17]#[N:18])=[CH:15][CH:16]=2)=[CH:7][C:6]=1[CH2:19][NH:20][C@H:21]1[CH2:26][CH2:25][N:24]([C:27]([CH:29]2[CH2:30][CH2:31][N:32]([C:47](=[O:48])[CH2:46][N:41]3[CH:45]=[N:44][CH:43]=[N:42]3)[CH2:33][CH2:34]2)=[O:28])[CH2:23][C@H:22]1[C:35]1[CH:40]=[CH:39][CH:38]=[CH:37][CH:36]=1. (2) The product is: [CH3:9][S:10]([C:13]1[CH:20]=[CH:19][C:16]([CH2:17][CH:26]2[C:27](=[O:28])[O:29][C:22]([CH3:30])([CH3:21])[O:23][C:24]2=[O:25])=[CH:15][CH:14]=1)(=[O:12])=[O:11]. Given the reactants N1CCC[C@H]1C(O)=O.[CH3:9][S:10]([C:13]1[CH:20]=[CH:19][C:16]([CH:17]=O)=[CH:15][CH:14]=1)(=[O:12])=[O:11].[CH3:21][C:22]1([CH3:30])[O:29][C:27](=[O:28])[CH2:26][C:24](=[O:25])[O:23]1.CC1NC(C)=C(C(OCC)=O)CC=1C(OCC)=O, predict the reaction product. (3) Given the reactants [CH2:1]([N:8]([CH2:30][CH:31]1CC(O)[CH:33]([OH:37])[CH2:32]1)[C:9](=[O:29])[CH2:10][CH:11]1[C:20]2[C:15](=[CH:16][C:17]([O:21][CH2:22][C:23]3[CH:28]=[CH:27][CH:26]=[CH:25][CH:24]=3)=[CH:18][CH:19]=2)[CH2:14][CH2:13][CH2:12]1)[C:2]1[CH:7]=[CH:6][CH:5]=[CH:4][CH:3]=1.[C:38]([OH:41])(=[O:40])[CH3:39].C(O)(=[O:44])C.IC1C=CC=CC=1.S([O-])([O-])(=O)=S.[Na+].[Na+].Cl, predict the reaction product. The product is: [CH2:1]([N:8]([CH2:30][CH:31]([CH2:32][C:33]([OH:44])=[O:37])[CH2:39][C:38]([OH:41])=[O:40])[C:9](=[O:29])[CH2:10][CH:11]1[C:20]2[C:15](=[CH:16][C:17]([O:21][CH2:22][C:23]3[CH:24]=[CH:25][CH:26]=[CH:27][CH:28]=3)=[CH:18][CH:19]=2)[CH2:14][CH2:13][CH2:12]1)[C:2]1[CH:3]=[CH:4][CH:5]=[CH:6][CH:7]=1. (4) Given the reactants C(OC([CH:6]1[C:11](=[O:12])[C:10]([CH3:14])([CH3:13])[O:9][C:8]([CH2:16][O:17][CH3:18])([CH3:15])[C:7]1=[O:19])=O)C.S(=O)(=O)(O)O, predict the reaction product. The product is: [CH3:18][O:17][CH2:16][C:8]1([CH3:15])[C:7](=[O:19])[CH2:6][C:11](=[O:12])[C:10]([CH3:14])([CH3:13])[O:9]1. (5) Given the reactants [N+:1]([C:4]1[C:13]2[C:8](=[CH:9][CH:10]=[CH:11][CH:12]=2)[C:7]([N:14]2[CH2:19][CH2:18][NH:17][CH2:16][CH2:15]2)=[N:6][CH:5]=1)([O-:3])=[O:2].[CH:20]1([C:23](O)=[O:24])[CH2:22][CH2:21]1.CCN=C=NCCCN(C)C, predict the reaction product. The product is: [CH:20]1([C:23]([N:17]2[CH2:16][CH2:15][N:14]([C:7]3[C:8]4[C:13](=[CH:12][CH:11]=[CH:10][CH:9]=4)[C:4]([N+:1]([O-:3])=[O:2])=[CH:5][N:6]=3)[CH2:19][CH2:18]2)=[O:24])[CH2:22][CH2:21]1. (6) Given the reactants [Cl-].[NH4+].C(O)C.O1CCCC1.[CH2:11]([O:18][C:19]1[CH:24]=[CH:23][C:22]([C:25]2[N:44]([CH2:45][O:46][CH2:47][CH2:48][Si:49]([CH3:52])([CH3:51])[CH3:50])[C:28]3[N:29]=[CH:30][N:31]=[C:32]([O:33][C:34]4[CH:39]=[CH:38][C:37]([N+:40]([O-])=O)=[C:36]([F:43])[CH:35]=4)[C:27]=3[CH:26]=2)=[CH:21][CH:20]=1)[C:12]1[CH:17]=[CH:16][CH:15]=[CH:14][CH:13]=1, predict the reaction product. The product is: [CH2:11]([O:18][C:19]1[CH:24]=[CH:23][C:22]([C:25]2[N:44]([CH2:45][O:46][CH2:47][CH2:48][Si:49]([CH3:52])([CH3:51])[CH3:50])[C:28]3[N:29]=[CH:30][N:31]=[C:32]([O:33][C:34]4[CH:39]=[CH:38][C:37]([NH2:40])=[C:36]([F:43])[CH:35]=4)[C:27]=3[CH:26]=2)=[CH:21][CH:20]=1)[C:12]1[CH:13]=[CH:14][CH:15]=[CH:16][CH:17]=1.